This data is from Full USPTO retrosynthesis dataset with 1.9M reactions from patents (1976-2016). The task is: Predict the reactants needed to synthesize the given product. (1) Given the product [Cl:18][C:19]1[CH:20]=[C:21]([CH:26]([CH2:30][C:31]2[N:32]=[CH:33][NH:34][CH:35]=2)[C:27]([N:6]2[CH2:5][CH2:4][N:3]([C:9]3[C:10]4[CH:17]=[CH:16][NH:15][C:11]=4[N:12]=[CH:13][N:14]=3)[CH2:8][CH2:7]2)=[O:28])[CH:22]=[CH:23][C:24]=1[Cl:25], predict the reactants needed to synthesize it. The reactants are: Cl.Cl.[N:3]1([C:9]2[C:10]3[CH:17]=[CH:16][NH:15][C:11]=3[N:12]=[CH:13][N:14]=2)[CH2:8][CH2:7][NH:6][CH2:5][CH2:4]1.[Cl:18][C:19]1[CH:20]=[C:21]([CH:26]([CH2:30][C:31]2[N:32]=[CH:33][NH:34][CH:35]=2)[C:27](O)=[O:28])[CH:22]=[CH:23][C:24]=1[Cl:25].Cl. (2) Given the product [CH3:1][O:2][C@@H:3]([CH2:7][C:8]1[CH:9]=[CH:10][C:11]([OH:14])=[CH:12][CH:13]=1)[C:4]([OH:6])=[O:5], predict the reactants needed to synthesize it. The reactants are: [CH3:1][O:2][C@@H:3]([CH2:7][C:8]1[CH:13]=[CH:12][C:11]([O:14]C)=[CH:10][CH:9]=1)[C:4]([OH:6])=[O:5].[OH-].[K+].C(S)CCCCCCC.Cl. (3) Given the product [C:33]([C:2]1[CH:3]=[C:4]([NH:8][C:9]2[C:10]3[CH:11]=[C:12]4[O:28][CH2:27][CH2:26][O:25][CH2:24][CH2:23][O:22][CH2:21][CH2:20][O:19][C:13]4=[CH:14][C:15]=3[N:16]=[CH:17][N:18]=2)[CH:5]=[CH:6][CH:7]=1)#[CH:34], predict the reactants needed to synthesize it. The reactants are: Br[C:2]1[CH:3]=[C:4]([NH:8][C:9]2[C:10]3[CH:11]=[C:12]4[O:28][CH2:27][CH2:26][O:25][CH2:24][CH2:23][O:22][CH2:21][CH2:20][O:19][C:13]4=[CH:14][C:15]=3[N:16]=[CH:17][N:18]=2)[CH:5]=[CH:6][CH:7]=1.C[Si]([C:33]#[CH:34])(C)C.C(=O)([O-])[O-].[K+].[K+]. (4) Given the product [CH3:29][O:1][CH2:2][C:3]([C:6]1[CH:10]=[C:9]([NH:11][C:12](=[O:26])[C:13]([CH3:14])([S:15]([CH2:18][CH:19]2[CH2:24][CH2:23][O:22][CH2:21][CH2:20]2)(=[O:17])=[O:16])[CH3:25])[O:8][N:7]=1)([CH3:5])[CH3:4], predict the reactants needed to synthesize it. The reactants are: [OH:1][CH2:2][C:3]([C:6]1[CH:10]=[C:9]([NH:11][C:12](=[O:26])[C:13]([CH3:25])([S:15]([CH2:18][CH:19]2[CH2:24][CH2:23][O:22][CH2:21][CH2:20]2)(=[O:17])=[O:16])[CH3:14])[O:8][N:7]=1)([CH3:5])[CH3:4].[H-].[Na+].[CH3:29]I. (5) Given the product [F:1][C:2]1[CH:7]=[C:6]([CH:8]([O:10][CH3:11])[CH3:9])[CH:5]=[C:4]([F:12])[C:3]=1[C:13]1[N:18]=[C:17]([C:19]([OH:21])=[O:20])[CH:16]=[CH:15][C:14]=1[F:23], predict the reactants needed to synthesize it. The reactants are: [F:1][C:2]1[CH:7]=[C:6]([CH:8]([O:10][CH3:11])[CH3:9])[CH:5]=[C:4]([F:12])[C:3]=1[C:13]1[N:18]=[C:17]([C:19]([O:21]C)=[O:20])[CH:16]=[CH:15][C:14]=1[F:23].[OH-].[Li+].